Dataset: CYP2C19 inhibition data for predicting drug metabolism from PubChem BioAssay. Task: Regression/Classification. Given a drug SMILES string, predict its absorption, distribution, metabolism, or excretion properties. Task type varies by dataset: regression for continuous measurements (e.g., permeability, clearance, half-life) or binary classification for categorical outcomes (e.g., BBB penetration, CYP inhibition). Dataset: cyp2c19_veith. (1) The drug is COCCCN1C(=O)C(=O)/C(=C(/O)c2ccc(OC)cc2C)C1c1cccnc1. The result is 0 (non-inhibitor). (2) The molecule is CC(=O)c1c(N2CCN(C)CC2)[nH]c(-c2ccccc2)nc1=S. The result is 0 (non-inhibitor). (3) The compound is Cc1cc(C)c(NC(=O)NC(=O)c2ccc(F)cc2)c(C)n1. The result is 0 (non-inhibitor). (4) The drug is CCOc1cc(NC(=O)c2cccs2)c(OCC)cc1NC(=O)c1ccco1. The result is 0 (non-inhibitor). (5) The molecule is C[N+](C)(C)[C@@H](C1=CCCC1=O)c1ccccc1. The result is 0 (non-inhibitor).